Dataset: Reaction yield outcomes from USPTO patents with 853,638 reactions. Task: Predict the reaction yield, written as a fraction of the theoretical maximum amount of product (1.0 means a 100% yield; for example, 0.34 means a 34% yield). (1) The reactants are Cl[C:2]1[C:11]2[C:10](=[O:12])[N:9]([CH3:13])[CH:8]=[N:7][C:6]=2[CH:5]=[C:4]([Cl:14])[N:3]=1.[CH:15]([NH2:18])([CH3:17])[CH3:16]. The catalyst is O1CCOCC1. The product is [Cl:14][C:4]1[N:3]=[C:2]([NH:18][CH:15]([CH3:17])[CH3:16])[C:11]2[C:10](=[O:12])[N:9]([CH3:13])[CH:8]=[N:7][C:6]=2[CH:5]=1. The yield is 0.860. (2) The reactants are [CH3:1][O:2][C:3](=[O:19])[C:4]1[C:9]([NH:10][C:11]2[CH:16]=[CH:15][CH:14]=[CH:13][C:12]=2[F:17])=[CH:8][N:7]=[CH:6][C:5]=1Br.[F:20][C:21]1[CH:26]=[CH:25][CH:24]=[CH:23][C:22]=1B(O)O.COC1C=CC=C(OC)C=1C1C=CC=CC=1P(C1CCCCC1)C1CCCCC1.C([O-])([O-])=O.[K+].[K+]. The catalyst is O1CCOCC1.O.CCOC(C)=O.CC([O-])=O.CC([O-])=O.[Pd+2]. The yield is 0.520. The product is [CH3:1][O:2][C:3](=[O:19])[C:4]1[C:9]([NH:10][C:11]2[CH:16]=[CH:15][CH:14]=[CH:13][C:12]=2[F:17])=[CH:8][N:7]=[CH:6][C:5]=1[C:22]1[CH:23]=[CH:24][CH:25]=[CH:26][C:21]=1[F:20]. (3) The reactants are Br.[NH2:2][C@@H:3]([CH2:15][C:16]1[CH:21]=[CH:20][CH:19]=[CH:18][CH:17]=1)[C@H:4]([CH2:8][C:9]1[CH:14]=[CH:13][CH:12]=[CH:11][CH:10]=1)[C:5]([OH:7])=[S:6].CC1CO1. The catalyst is C(O)C. The product is [NH2:2][C@@H:3]([CH2:15][C:16]1[CH:21]=[CH:20][CH:19]=[CH:18][CH:17]=1)[C@H:4]([CH2:8][C:9]1[CH:10]=[CH:11][CH:12]=[CH:13][CH:14]=1)[C:5]([OH:7])=[S:6]. The yield is 0.650. (4) The reactants are [C:1]([C:5]1[O:9][N:8]=[C:7]([NH:10][C:11]([NH:13][C:14]2[CH:19]=[CH:18][CH:17]=[C:16]([SH:20])[CH:15]=2)=[O:12])[CH:6]=1)([CH3:4])([CH3:3])[CH3:2].C(=O)([O-])[O-].[Cs+].[Cs+].Cl[C:28]1[C:37]2[C:32](=[CH:33][C:34]([O:45][CH3:46])=[C:35]([O:38][CH2:39][CH2:40][S:41]([CH3:44])(=[O:43])=[O:42])[CH:36]=2)[N:31]=[CH:30][N:29]=1. The catalyst is O1CCCC1. The product is [C:1]([C:5]1[O:9][N:8]=[C:7]([NH:10][C:11]([NH:13][C:14]2[CH:19]=[CH:18][CH:17]=[C:16]([S:20][C:28]3[C:37]4[C:32](=[CH:33][C:34]([O:45][CH3:46])=[C:35]([O:38][CH2:39][CH2:40][S:41]([CH3:44])(=[O:42])=[O:43])[CH:36]=4)[N:31]=[CH:30][N:29]=3)[CH:15]=2)=[O:12])[CH:6]=1)([CH3:4])([CH3:2])[CH3:3]. The yield is 0.200.